From a dataset of NCI-60 drug combinations with 297,098 pairs across 59 cell lines. Regression. Given two drug SMILES strings and cell line genomic features, predict the synergy score measuring deviation from expected non-interaction effect. (1) Drug 1: CCCCC(=O)OCC(=O)C1(CC(C2=C(C1)C(=C3C(=C2O)C(=O)C4=C(C3=O)C=CC=C4OC)O)OC5CC(C(C(O5)C)O)NC(=O)C(F)(F)F)O. Drug 2: C(CCl)NC(=O)N(CCCl)N=O. Cell line: OVCAR-4. Synergy scores: CSS=18.1, Synergy_ZIP=-5.70, Synergy_Bliss=0.0330, Synergy_Loewe=-7.44, Synergy_HSA=-0.204. (2) Drug 2: C1CCC(C1)C(CC#N)N2C=C(C=N2)C3=C4C=CNC4=NC=N3. Synergy scores: CSS=18.0, Synergy_ZIP=-2.59, Synergy_Bliss=4.81, Synergy_Loewe=5.78, Synergy_HSA=6.53. Cell line: MOLT-4. Drug 1: CC1=C(C=C(C=C1)NC2=NC=CC(=N2)N(C)C3=CC4=NN(C(=C4C=C3)C)C)S(=O)(=O)N.Cl.